Dataset: Reaction yield outcomes from USPTO patents with 853,638 reactions. Task: Predict the reaction yield, written as a fraction of the theoretical maximum amount of product (1.0 means a 100% yield; for example, 0.34 means a 34% yield). The reactants are [NH2:1][C:2]1[N:7]=[C:6]([S:8][CH3:9])[C:5]([C:10]#[N:11])=[C:4]([O:12][C:13]2[CH:18]=[CH:17][CH:16]=[CH:15][CH:14]=2)[N:3]=1.C1(C2[O:27]N2S(C2C=CC=CC=2)(=O)=O)C=CC=CC=1. The catalyst is ClCCl. The product is [NH2:1][C:2]1[N:7]=[C:6]([S:8]([CH3:9])=[O:27])[C:5]([C:10]#[N:11])=[C:4]([O:12][C:13]2[CH:18]=[CH:17][CH:16]=[CH:15][CH:14]=2)[N:3]=1. The yield is 0.270.